This data is from Catalyst prediction with 721,799 reactions and 888 catalyst types from USPTO. The task is: Predict which catalyst facilitates the given reaction. (1) Reactant: [CH2:1]([N:3]1[C:7]2[CH:8]=[C:9]([C:12]([F:15])([F:14])[F:13])[CH:10]=[CH:11][C:6]=2[N:5]=[C:4]1[C@H:16]([NH:18][S:19]([C:22]1[CH:27]=[CH:26][C:25]([N+:28]([O-])=O)=[CH:24][CH:23]=1)(=[O:21])=[O:20])[CH3:17])[CH3:2].O.O.[Sn](Cl)Cl.CCOC(C)=O.C([O-])(O)=O.[Na+]. Product: [NH2:28][C:25]1[CH:24]=[CH:23][C:22]([S:19]([NH:18][C@@H:16]([C:4]2[N:3]([CH2:1][CH3:2])[C:7]3[CH:8]=[C:9]([C:12]([F:15])([F:14])[F:13])[CH:10]=[CH:11][C:6]=3[N:5]=2)[CH3:17])(=[O:20])=[O:21])=[CH:27][CH:26]=1. The catalyst class is: 6. (2) Reactant: C[O:2][C:3](=[O:38])[C@H:4]([CH2:28][NH:29][C:30](=[O:37])[C:31]1[CH:36]=[CH:35][CH:34]=[CH:33][CH:32]=1)[NH:5][C:6](=[O:27])[C:7]1[CH:12]=[CH:11][C:10]([C:13]([NH:15][CH2:16][C:17]2[CH:25]=[CH:24][CH:23]=[C:22]3[C:18]=2[CH:19]=[CH:20][NH:21]3)=[O:14])=[CH:9][C:8]=1[Cl:26].O.[OH-].[Li+]. Product: [C:30]([NH:29][CH2:28][C@@H:4]([C:3]([OH:38])=[O:2])[NH:5][C:6](=[O:27])[C:7]1[CH:12]=[CH:11][C:10]([C:13]([NH:15][CH2:16][C:17]2[CH:25]=[CH:24][CH:23]=[C:22]3[C:18]=2[CH:19]=[CH:20][NH:21]3)=[O:14])=[CH:9][C:8]=1[Cl:26])(=[O:37])[C:31]1[CH:36]=[CH:35][CH:34]=[CH:33][CH:32]=1. The catalyst class is: 193.